From a dataset of NCI-60 drug combinations with 297,098 pairs across 59 cell lines. Regression. Given two drug SMILES strings and cell line genomic features, predict the synergy score measuring deviation from expected non-interaction effect. Drug 1: CC1=C(C(=O)C2=C(C1=O)N3CC4C(C3(C2COC(=O)N)OC)N4)N. Drug 2: CS(=O)(=O)CCNCC1=CC=C(O1)C2=CC3=C(C=C2)N=CN=C3NC4=CC(=C(C=C4)OCC5=CC(=CC=C5)F)Cl. Cell line: SW-620. Synergy scores: CSS=70.0, Synergy_ZIP=15.3, Synergy_Bliss=15.0, Synergy_Loewe=-8.70, Synergy_HSA=14.0.